This data is from Full USPTO retrosynthesis dataset with 1.9M reactions from patents (1976-2016). The task is: Predict the reactants needed to synthesize the given product. (1) Given the product [CH2:16]([CH:3]1[NH:2][C:9](=[O:10])[C:8]2[CH:12]=[CH:13][CH:14]=[CH:15][C:7]=2[CH2:6][O:5][CH2:4]1)[C:17]1[CH:22]=[CH:21][CH:20]=[CH:19][CH:18]=1, predict the reactants needed to synthesize it. The reactants are: Cl.[NH2:2][CH:3]([CH2:16][C:17]1[CH:22]=[CH:21][CH:20]=[CH:19][CH:18]=1)[CH2:4][O:5][CH2:6][C:7]1[CH:15]=[CH:14][CH:13]=[CH:12][C:8]=1[C:9](O)=[O:10].CCN(C(C)C)C(C)C.C1N(P(Cl)(N2C(=O)OCC2)=O)C(=O)OC1.CC(=O)OCC. (2) Given the product [C:1]([O:4][CH2:22][C:21](=[O:23])[CH2:20][C:15]1[CH:16]=[CH:17][CH:18]=[C:13]([Cl:12])[CH:14]=1)(=[O:3])[CH3:2], predict the reactants needed to synthesize it. The reactants are: [C:1]([OH:4])(=[O:3])[CH3:2].C(N(CC)CC)C.[Cl:12][C:13]1[CH:14]=[C:15]([CH2:20][C:21](=[O:23])[CH3:22])[CH:16]=[CH:17][C:18]=1Cl. (3) The reactants are: [OH:1][C@@H:2]1[C@@H:7]([C:8]2[CH:13]=[CH:12][C:11]([OH:14])=[CH:10][CH:9]=2)[CH2:6][CH2:5][N:4]([C:15]([O:17][C:18]([CH3:21])([CH3:20])[CH3:19])=[O:16])[CH2:3]1.[C:22]([O-])([O-])=O.[K+].[K+].CI. Given the product [OH:1][C@@H:2]1[C@@H:7]([C:8]2[CH:9]=[CH:10][C:11]([O:14][CH3:22])=[CH:12][CH:13]=2)[CH2:6][CH2:5][N:4]([C:15]([O:17][C:18]([CH3:21])([CH3:20])[CH3:19])=[O:16])[CH2:3]1, predict the reactants needed to synthesize it. (4) Given the product [N:17]1([CH:14]2[CH2:15][CH2:16][NH:11][CH2:12][CH2:13]2)[CH2:22][CH2:21][CH2:20][CH2:19][C:18]1=[O:23], predict the reactants needed to synthesize it. The reactants are: C(OC([N:11]1[CH2:16][CH2:15][CH:14]([N:17]2[CH2:22][CH2:21][CH2:20][CH2:19][C:18]2=[O:23])[CH2:13][CH2:12]1)=O)C1C=CC=CC=1. (5) Given the product [CH3:1][O:2][C:3]([C:5]1([CH2:10][CH2:11][NH:12][C:20]([O:19][C:15]([CH3:18])([CH3:17])[CH3:16])=[O:21])[CH2:9][CH2:8][CH2:7][CH2:6]1)=[O:4], predict the reactants needed to synthesize it. The reactants are: [CH3:1][O:2][C:3]([C:5]1([CH2:10][CH2:11][N:12]=[N+]=[N-])[CH2:9][CH2:8][CH2:7][CH2:6]1)=[O:4].[C:15]([O:19][C:20](O[C:20]([O:19][C:15]([CH3:18])([CH3:17])[CH3:16])=[O:21])=[O:21])([CH3:18])([CH3:17])[CH3:16]. (6) Given the product [Cl:1][C:2]1[N:7]=[C:6]2[C:8]([CH3:11])=[CH:9][S:10][C:5]2=[CH:4][CH:3]=1.[CH3:11][C:8]1[C:6]2=[N:7][CH:2]=[CH:3][CH:4]=[C:5]2[S:10][CH:9]=1, predict the reactants needed to synthesize it. The reactants are: [Cl:1][C:2]1[N:7]=[C:6]2[C:8]([CH3:11])=[CH:9][S:10][C:5]2=[C:4](Cl)[CH:3]=1.C([O-])(=O)C.[Na+]. (7) Given the product [Br:1][C:2]1[CH:3]=[CH:4][C:5]([O:8][CH:9]2[CH2:13][CH2:12][CH2:11][CH2:10]2)=[N:6][CH:7]=1, predict the reactants needed to synthesize it. The reactants are: [Br:1][C:2]1[CH:3]=[CH:4][C:5](=[O:8])[NH:6][CH:7]=1.[CH:9]1(Br)[CH2:13][CH2:12][CH2:11][CH2:10]1. (8) Given the product [CH:1]([N:4]1[C:8]2[CH:9]=[CH:10][CH:11]=[CH:12][C:7]=2[N:6]([CH2:13][C:14]2[N:18]([CH2:19][CH2:20][CH:21]([CH3:23])[CH3:22])[C:17]3[CH:24]=[CH:25][CH:26]=[C:27]([C:28]([OH:32])=[O:29])[C:16]=3[N:15]=2)[C:5]1=[O:30])([CH3:2])[CH3:3], predict the reactants needed to synthesize it. The reactants are: [CH:1]([N:4]1[C:8]2[CH:9]=[CH:10][CH:11]=[CH:12][C:7]=2[N:6]([CH2:13][C:14]2[N:18]([CH2:19][CH2:20][CH:21]([CH3:23])[CH3:22])[C:17]3[CH:24]=[CH:25][CH:26]=[C:27]([CH:28]=[O:29])[C:16]=3[N:15]=2)[C:5]1=[O:30])([CH3:3])[CH3:2].Cl([O-])=[O:32].[Na+].[OH-].[Na+].